From a dataset of Acute oral toxicity (LD50) regression data from Zhu et al.. Regression/Classification. Given a drug SMILES string, predict its toxicity properties. Task type varies by dataset: regression for continuous values (e.g., LD50, hERG inhibition percentage) or binary classification for toxic/non-toxic outcomes (e.g., AMES mutagenicity, cardiotoxicity, hepatotoxicity). Dataset: ld50_zhu. The rat oral LD50 is 2.69, given as -log10 of the dose in mol/kg body weight (higher means more acutely toxic). The compound is CCSCCCl.